Dataset: Reaction yield outcomes from USPTO patents with 853,638 reactions. Task: Predict the reaction yield, written as a fraction of the theoretical maximum amount of product (1.0 means a 100% yield; for example, 0.34 means a 34% yield). The reactants are [N+:1]([C:4]1[CH:9]=[CH:8][C:7]([C:10]2[N:18]3[C:13]([CH:14]=[CH:15][CH:16]=[CH:17]3)=[CH:12][C:11]=2[C:19]([F:22])([F:21])[F:20])=[CH:6][CH:5]=1)([O-])=O.CCOC(C)=O. The catalyst is CO.[Pd]. The product is [F:22][C:19]([F:20])([F:21])[C:11]1[CH:12]=[C:13]2[N:18]([C:10]=1[C:7]1[CH:8]=[CH:9][C:4]([NH2:1])=[CH:5][CH:6]=1)[CH2:17][CH2:16][CH2:15][CH2:14]2. The yield is 0.850.